Task: Predict the reaction yield, written as a fraction of the theoretical maximum amount of product (1.0 means a 100% yield; for example, 0.34 means a 34% yield).. Dataset: Reaction yield outcomes from USPTO patents with 853,638 reactions (1) The reactants are Br[C:2]1[C:3]([F:19])=[CH:4][C:5]2[O:11][CH2:10][CH2:9][N:8]3[CH:12]=[C:13]([C:15]([NH2:17])=[O:16])[N:14]=[C:7]3[C:6]=2[CH:18]=1.[F:20][CH2:21][C:22]([CH2:26][F:27])([OH:25])[C:23]#[CH:24]. No catalyst specified. The product is [F:19][C:3]1[C:2]([C:24]#[C:23][C:22]([CH2:26][F:27])([OH:25])[CH2:21][F:20])=[CH:18][C:6]2[C:7]3[N:8]([CH:12]=[C:13]([C:15]([NH2:17])=[O:16])[N:14]=3)[CH2:9][CH2:10][O:11][C:5]=2[CH:4]=1. The yield is 0.180. (2) The reactants are Br[CH2:2][CH2:3][CH2:4][OH:5].C(=O)([O-])[O-].[K+].[K+].OC(C(F)(F)F)=O.OC(C(F)(F)F)=O.[F:26][CH2:27][CH2:28][N:29]1[CH2:34][CH2:33][NH:32][CH2:31][CH2:30]1. The catalyst is C(#N)C. The product is [F:26][CH2:27][CH2:28][N:29]1[CH2:34][CH2:33][N:32]([CH2:2][CH2:3][CH2:4][OH:5])[CH2:31][CH2:30]1. The yield is 0.910. (3) The reactants are [Cl:1][C:2]1[C:3]2[C:4]3[C:5](=[C:23]([CH3:26])[O:24][N:25]=3)[C:6](=[O:22])[N:7]([C:12]3[N:17]=[C:16]([CH2:18][C:19](O)=[O:20])[CH:15]=[CH:14][CH:13]=3)[C:8]=2[CH:9]=[CH:10][CH:11]=1.CCN=C=NCCCN(C)C.[CH3:38][O:39][C:40]1[CH:41]=[C:42]([CH:44]=[CH:45][CH:46]=1)[NH2:43].CC(C)=O.ClCCl. The catalyst is CN(C1C=CN=CC=1)C.ClCCl. The product is [Cl:1][C:2]1[C:3]2[C:4]3[C:5](=[C:23]([CH3:26])[O:24][N:25]=3)[C:6](=[O:22])[N:7]([C:12]3[N:17]=[C:16]([CH2:18][C:19]([NH:43][C:42]4[CH:44]=[CH:45][CH:46]=[C:40]([O:39][CH3:38])[CH:41]=4)=[O:20])[CH:15]=[CH:14][CH:13]=3)[C:8]=2[CH:9]=[CH:10][CH:11]=1. The yield is 0.530. (4) The reactants are [CH3:1][Al](C)C.[CH2:5]1[O:7][C@@H:6]1[C:8]1[CH:13]=[CH:12][CH:11]=[CH:10][CH:9]=1. The catalyst is C1(C)C=CC=CC=1. The product is [C:8]1([C@@H:6]([CH3:1])[CH2:5][OH:7])[CH:13]=[CH:12][CH:11]=[CH:10][CH:9]=1. The yield is 0.926. (5) The reactants are [CH3:1][C:2]1[CH:3]=[CH:4][C:5]([N+:19]([O-:21])=[O:20])=[C:6]([CH:8](C(OCC)=O)[C:9]([O:11]CC)=[O:10])[CH:7]=1.Cl. The catalyst is C(O)(=O)C.O.CC#N. The product is [CH3:1][C:2]1[CH:3]=[CH:4][C:5]([N+:19]([O-:21])=[O:20])=[C:6]([CH2:8][C:9]([OH:11])=[O:10])[CH:7]=1. The yield is 0.840. (6) The reactants are Cl.Cl.[C:3]1([C@H:9]2[CH2:13][CH2:12][N:11]([CH2:14][C@@H:15]3[CH2:19][C@H:18]([C:20]4[CH:25]=[CH:24][CH:23]=[CH:22][CH:21]=4)[CH2:17][NH:16]3)[CH2:10]2)[CH:8]=[CH:7][CH:6]=[CH:5][CH:4]=1.[N+](C1C=CC=CC=1S([NH:38][CH:39]([C:41]1[O:45][C:44]([C:46](O)=[O:47])=[CH:43][CH:42]=1)[CH3:40])(=O)=O)([O-])=O.C1CN([P+](ON2N=NC3C=CC=CC2=3)(N2CCCC2)N2CCCC2)CC1.F[P-](F)(F)(F)(F)F.CCN(C(C)C)C(C)C. The catalyst is CN(C)C=O. The product is [NH2:38][CH:39]([C:41]1[O:45][C:44]([C:46]([N:16]2[CH2:17][C@@H:18]([C:20]3[CH:21]=[CH:22][CH:23]=[CH:24][CH:25]=3)[CH2:19][C@H:15]2[CH2:14][N:11]2[CH2:12][CH2:13][C@H:9]([C:3]3[CH:4]=[CH:5][CH:6]=[CH:7][CH:8]=3)[CH2:10]2)=[O:47])=[CH:43][CH:42]=1)[CH3:40]. The yield is 0.220. (7) The reactants are [NH2:1][C:2]1[CH:6]=[C:5]([C:7]2[CH:12]=[CH:11][N:10]=[CH:9][CH:8]=2)[S:4][C:3]=1[C:13]([O:15]C)=[O:14].C[O-].[Na+].CO.Cl. The catalyst is O. The product is [NH2:1][C:2]1[CH:6]=[C:5]([C:7]2[CH:8]=[CH:9][N:10]=[CH:11][CH:12]=2)[S:4][C:3]=1[C:13]([OH:15])=[O:14]. The yield is 0.920. (8) The reactants are [Li+].[CH3:2]C([N-]C(C)C)C.[CH3:9][O:10][C:11](=[O:25])[CH2:12][C:13]1[C:14]([F:24])=[C:15]2[C:20](=[CH:21][C:22]=1[F:23])[N:19]=[CH:18][CH:17]=[CH:16]2.CI. The catalyst is C1COCC1. The product is [CH3:9][O:10][C:11](=[O:25])[CH:12]([C:13]1[C:14]([F:24])=[C:15]2[C:20](=[CH:21][C:22]=1[F:23])[N:19]=[CH:18][CH:17]=[CH:16]2)[CH3:2]. The yield is 0.950.